The task is: Predict which catalyst facilitates the given reaction.. This data is from Catalyst prediction with 721,799 reactions and 888 catalyst types from USPTO. (1) Reactant: [C:1]1([S:7]([N:10]2[CH2:18][C@@H:17](OS(C)(=O)=O)[CH2:16][C@H:11]2[C:12]([O:14][CH3:15])=[O:13])(=[O:9])=[O:8])[CH:6]=[CH:5][CH:4]=[CH:3][CH:2]=1.[N-:24]=[N+:25]=[N-:26].[Na+]. Product: [C:1]1([S:7]([N:10]2[CH2:18][C@H:17]([N:24]=[N+:25]=[N-:26])[CH2:16][C@H:11]2[C:12]([O:14][CH3:15])=[O:13])(=[O:9])=[O:8])[CH:6]=[CH:5][CH:4]=[CH:3][CH:2]=1. The catalyst class is: 3. (2) Reactant: Cl.[F:2][C:3]([F:7])([CH3:6])[CH2:4][NH2:5].C1N=CN([C:13](N2C=NC=C2)=[O:14])C=1.[CH2:20]([C@@H:22]1[CH2:26][NH:25][CH2:24][C@@H:23]1[C:27]1[N:31]2[C:32]3[CH:38]=[CH:37][N:36]([S:39]([C:42]4[CH:48]=[CH:47][C:45]([CH3:46])=[CH:44][CH:43]=4)(=[O:41])=[O:40])[C:33]=3[N:34]=[CH:35][C:30]2=[N:29][CH:28]=1)[CH3:21].C([O-])(O)=O.[Na+]. Product: [F:2][C:3]([F:7])([CH3:6])[CH2:4][NH:5][C:13]([N:25]1[CH2:24][C@H:23]([C:27]2[N:31]3[C:32]4[CH:38]=[CH:37][N:36]([S:39]([C:42]5[CH:43]=[CH:44][C:45]([CH3:46])=[CH:47][CH:48]=5)(=[O:40])=[O:41])[C:33]=4[N:34]=[CH:35][C:30]3=[N:29][CH:28]=2)[C@H:22]([CH2:20][CH3:21])[CH2:26]1)=[O:14]. The catalyst class is: 290. (3) Reactant: [F:1][C:2]1[CH:9]=[C:8]([F:10])[C:7]([C:11]2[CH:12]=[N:13][CH:14]=[N:15][CH:16]=2)=[CH:6][C:3]=1[CH:4]=[O:5].[CH3:17][Mg+].[Br-].[Cl-].[NH4+]. Product: [F:1][C:2]1[CH:9]=[C:8]([F:10])[C:7]([C:11]2[CH:16]=[N:15][CH:14]=[N:13][CH:12]=2)=[CH:6][C:3]=1[CH:4]([OH:5])[CH3:17]. The catalyst class is: 28. (4) Reactant: [C:1]([O:5][C:6](=[O:30])[NH:7][C@H:8]([C:22]([N:24]1[CH2:28][CH2:27][C@H:26]([F:29])[CH2:25]1)=[O:23])[C@H:9]([C:15]1[CH:20]=[CH:19][C:18]([OH:21])=[CH:17][CH:16]=1)[C:10]([N:12]([CH3:14])[CH3:13])=[O:11])([CH3:4])([CH3:3])[CH3:2].[H][H]. Product: [C:1]([O:5][C:6](=[O:30])[NH:7][C@H:8]([C:22]([N:24]1[CH2:28][CH2:27][C@H:26]([F:29])[CH2:25]1)=[O:23])[C@H:9]([CH:15]1[CH2:16][CH2:17][CH:18]([OH:21])[CH2:19][CH2:20]1)[C:10]([N:12]([CH3:14])[CH3:13])=[O:11])([CH3:4])([CH3:2])[CH3:3]. The catalyst class is: 847. (5) Product: [Cl:1][C:2]1[CH:7]=[CH:6][N:5]2[C:8]([C:11]3[CH:12]=[C:13]([NH:14][C:40]([NH:41][CH2:46][C:45]([F:49])([F:48])[F:44])=[O:43])[CH:15]=[CH:16][CH:17]=3)=[CH:9][N:10]=[C:4]2[CH:3]=1. Reactant: [Cl:1][C:2]1[CH:7]=[CH:6][N:5]2[C:8]([C:11]3[CH:12]=[C:13]([CH:15]=[CH:16][CH:17]=3)[NH2:14])=[CH:9][N:10]=[C:4]2[CH:3]=1.C(Cl)(=O)OC1C=CC([N+]([O-])=O)=CC=1.CCN(C(C)C)C(C)C.[C:40](=[O:43])([O-])[NH2:41].[F:44][C:45]([F:49])([F:48])[CH2:46]N. The catalyst class is: 387. (6) Reactant: [Br:1][C:2]1[CH:11]=[CH:10][C:5]([C:6]([O:8][CH3:9])=[O:7])=[CH:4][C:3]=1[CH2:12]OC.FC1C(C)=C(C2C=CC(C(O)=O)=CC=2COC)C=CC=1.[C:35]([O-:38])(=[O:37])[CH3:36].[Na+]. Product: [C:35]([O:38][CH2:12][C:3]1[CH:4]=[C:5]([CH:10]=[CH:11][C:2]=1[Br:1])[C:6]([O:8][CH3:9])=[O:7])(=[O:37])[CH3:36]. The catalyst class is: 52. (7) Reactant: C(OC([N:8]1[CH2:13][CH2:12][C:11]([CH2:20][C:21]2[CH:26]=[CH:25][C:24]([F:27])=[CH:23][CH:22]=2)([CH2:14][N:15]2[CH:19]=[CH:18][N:17]=[CH:16]2)[CH2:10][CH2:9]1)=O)(C)(C)C.FC(F)(F)C(O)=O. Product: [F:27][C:24]1[CH:23]=[CH:22][C:21]([CH2:20][C:11]2([CH2:14][N:15]3[CH:19]=[CH:18][N:17]=[CH:16]3)[CH2:10][CH2:9][NH:8][CH2:13][CH2:12]2)=[CH:26][CH:25]=1. The catalyst class is: 2. (8) Reactant: [N+:1]([C:4]1[CH:5]=[N:6][C:7]2[NH:8][CH2:9][CH2:10][CH2:11][C:12]=2[C:13]=1[N:14]1[CH2:19][CH2:18][CH2:17][C@H:16]([NH:20][C:21](=[O:27])[O:22][C:23]([CH3:26])([CH3:25])[CH3:24])[CH2:15]1)([O-:3])=[O:2].[C:28](O[C:28]([O:30][C:31]([CH3:34])([CH3:33])[CH3:32])=[O:29])([O:30][C:31]([CH3:34])([CH3:33])[CH3:32])=[O:29]. Product: [C:23]([O:22][C:21]([NH:20][C@H:16]1[CH2:17][CH2:18][CH2:19][N:14]([C:13]2[C:4]([N+:1]([O-:3])=[O:2])=[CH:5][N:6]=[C:7]3[C:12]=2[CH2:11][CH2:10][CH2:9][N:8]3[C:28]([O:30][C:31]([CH3:34])([CH3:33])[CH3:32])=[O:29])[CH2:15]1)=[O:27])([CH3:24])([CH3:26])[CH3:25]. The catalyst class is: 649. (9) Reactant: [H-].[Na+].[Cl:3][C:4]1[CH:10]=[CH:9][C:8]([I:11])=[CH:7][C:5]=1[NH2:6].Cl[CH2:13][C:14]1[CH:19]=[CH:18][C:17]([O:20][CH3:21])=[CH:16][CH:15]=1. Product: [Cl:3][C:4]1[CH:10]=[CH:9][C:8]([I:11])=[CH:7][C:5]=1[N:6]([CH2:13][C:14]1[CH:19]=[CH:18][C:17]([O:20][CH3:21])=[CH:16][CH:15]=1)[CH2:13][C:14]1[CH:19]=[CH:18][C:17]([O:20][CH3:21])=[CH:16][CH:15]=1. The catalyst class is: 3. (10) Reactant: [Cl:1][C:2]1[CH:7]=[CH:6][C:5]([Mg]Br)=[CH:4][CH:3]=1.[Br:10][C:11]1[C:20]2[C:15](=[C:16]([Br:25])[CH:17]=[C:18]([C:21]([O:23]C)=O)[CH:19]=2)[N:14]=[CH:13][CH:12]=1. Product: [Cl:1][C:2]1[CH:7]=[CH:6][C:5]([C:21]([C:5]2[CH:6]=[CH:7][C:2]([Cl:1])=[CH:3][CH:4]=2)([C:18]2[CH:19]=[C:20]3[C:15](=[C:16]([Br:25])[CH:17]=2)[N:14]=[CH:13][CH:12]=[C:11]3[Br:10])[OH:23])=[CH:4][CH:3]=1. The catalyst class is: 1.